From a dataset of NCI-60 drug combinations with 297,098 pairs across 59 cell lines. Regression. Given two drug SMILES strings and cell line genomic features, predict the synergy score measuring deviation from expected non-interaction effect. (1) Drug 1: C1=CC(=CC=C1CCC2=CNC3=C2C(=O)NC(=N3)N)C(=O)NC(CCC(=O)O)C(=O)O. Drug 2: CCC1(CC2CC(C3=C(CCN(C2)C1)C4=CC=CC=C4N3)(C5=C(C=C6C(=C5)C78CCN9C7C(C=CC9)(C(C(C8N6C=O)(C(=O)OC)O)OC(=O)C)CC)OC)C(=O)OC)O.OS(=O)(=O)O. Cell line: SNB-75. Synergy scores: CSS=24.6, Synergy_ZIP=-1.35, Synergy_Bliss=-0.882, Synergy_Loewe=-0.859, Synergy_HSA=0.941. (2) Drug 1: CCCS(=O)(=O)NC1=C(C(=C(C=C1)F)C(=O)C2=CNC3=C2C=C(C=N3)C4=CC=C(C=C4)Cl)F. Drug 2: C1C(C(OC1N2C=NC3=C(N=C(N=C32)Cl)N)CO)O. Cell line: UACC62. Synergy scores: CSS=33.3, Synergy_ZIP=-2.42, Synergy_Bliss=-3.85, Synergy_Loewe=-5.06, Synergy_HSA=-2.60. (3) Drug 1: C1=C(C(=O)NC(=O)N1)N(CCCl)CCCl. Drug 2: CCN(CC)CCNC(=O)C1=C(NC(=C1C)C=C2C3=C(C=CC(=C3)F)NC2=O)C. Cell line: U251. Synergy scores: CSS=30.1, Synergy_ZIP=0.837, Synergy_Bliss=1.27, Synergy_Loewe=0.0950, Synergy_HSA=1.88. (4) Drug 1: CN(CCCl)CCCl.Cl. Drug 2: C1CC(=O)NC(=O)C1N2C(=O)C3=CC=CC=C3C2=O. Cell line: U251. Synergy scores: CSS=30.5, Synergy_ZIP=-0.714, Synergy_Bliss=0.369, Synergy_Loewe=-30.4, Synergy_HSA=-2.80. (5) Drug 1: CC(C1=C(C=CC(=C1Cl)F)Cl)OC2=C(N=CC(=C2)C3=CN(N=C3)C4CCNCC4)N. Drug 2: CCC1(CC2CC(C3=C(CCN(C2)C1)C4=CC=CC=C4N3)(C5=C(C=C6C(=C5)C78CCN9C7C(C=CC9)(C(C(C8N6C=O)(C(=O)OC)O)OC(=O)C)CC)OC)C(=O)OC)O.OS(=O)(=O)O. Cell line: HT29. Synergy scores: CSS=45.4, Synergy_ZIP=2.61, Synergy_Bliss=2.95, Synergy_Loewe=-9.33, Synergy_HSA=1.31. (6) Drug 1: CCC1(CC2CC(C3=C(CCN(C2)C1)C4=CC=CC=C4N3)(C5=C(C=C6C(=C5)C78CCN9C7C(C=CC9)(C(C(C8N6C)(C(=O)OC)O)OC(=O)C)CC)OC)C(=O)OC)O.OS(=O)(=O)O. Drug 2: N.N.Cl[Pt+2]Cl. Cell line: SK-MEL-2. Synergy scores: CSS=71.5, Synergy_ZIP=1.38, Synergy_Bliss=-3.61, Synergy_Loewe=6.57, Synergy_HSA=3.80.